Dataset: Forward reaction prediction with 1.9M reactions from USPTO patents (1976-2016). Task: Predict the product of the given reaction. (1) Given the reactants [Cl:1][C:2]1[CH:10]=[CH:9][C:8]2[NH:7][C:6]3[CH2:11][CH2:12][N:13]([CH3:15])[CH2:14][C:5]=3[C:4]=2[CH:3]=1.[CH:16]([C:18]1[CH:19]=[N:20][C:21]2[C:26]([CH:27]=1)=[CH:25][CH:24]=[CH:23][CH:22]=2)=[CH2:17].[OH-].[K+], predict the reaction product. The product is: [Cl:1][C:2]1[CH:10]=[CH:9][C:8]2[N:7]([CH2:17][CH2:16][C:18]3[CH:19]=[N:20][C:21]4[C:26]([CH:27]=3)=[CH:25][CH:24]=[CH:23][CH:22]=4)[C:6]3[CH2:11][CH2:12][N:13]([CH3:15])[CH2:14][C:5]=3[C:4]=2[CH:3]=1. (2) Given the reactants Br[C:2]1[CH:7]=[CH:6][C:5]([S:8]([NH2:11])(=[O:10])=[O:9])=[CH:4][CH:3]=1.C([O-])(=O)C.[K+].[Cl:17][C:18]1[CH:23]=[CH:22][C:21]([C:24]2[N:25]=[C:26]([C:29]3[CH:34]=[CH:33][CH:32]=[C:31]([F:35])[N:30]=3)[S:27][CH:28]=2)=[CH:20][CH:19]=1, predict the reaction product. The product is: [Cl:17][C:18]1[CH:19]=[CH:20][C:21]([C:24]2[N:25]=[C:26]([C:29]3[CH:34]=[CH:33][CH:32]=[C:31]([F:35])[N:30]=3)[S:27][C:28]=2[C:2]2[CH:7]=[CH:6][C:5]([S:8]([NH2:11])(=[O:10])=[O:9])=[CH:4][CH:3]=2)=[CH:22][CH:23]=1. (3) Given the reactants [OH:1][CH2:2][CH2:3][N:4]1[CH2:8][CH2:7][CH2:6][C:5]1=[O:9].[CH3:10][S:11](Cl)(=[O:13])=[O:12], predict the reaction product. The product is: [CH3:10][S:11]([O:1][CH2:2][CH2:3][N:4]1[CH2:8][CH2:7][CH2:6][C:5]1=[O:9])(=[O:13])=[O:12]. (4) Given the reactants C(OC([C:6]1[CH2:7][C:8](=[O:22])[NH:9][C:10]2[CH:17]=[C:16]([O:18][CH3:19])[C:15]([O:20][CH3:21])=[CH:14][C:11]=2[C:12]=1[OH:13])=O)C.O, predict the reaction product. The product is: [CH3:21][O:20][C:15]1[C:16]([O:18][CH3:19])=[CH:17][C:10]2[NH:9][C:8](=[O:22])[CH2:7][CH2:6][C:12](=[O:13])[C:11]=2[CH:14]=1. (5) Given the reactants [NH2:1][CH:2]1[CH2:6][N:5]([C:7]2[CH:8]=[N:9][N:10]3[CH2:15][C@H:14]([CH3:16])[N:13]([C:17]([O:19][C:20]([CH3:23])([CH3:22])[CH3:21])=[O:18])[CH2:12][C:11]=23)[C:4](=[O:24])[CH2:3]1.[O:25]1[C:29](=[O:30])[CH2:28][CH2:27][C:26]1=O, predict the reaction product. The product is: [O:25]=[C:26]1[CH2:27][CH2:28][C:29](=[O:30])[N:1]1[CH:2]1[CH2:6][N:5]([C:7]2[CH:8]=[N:9][N:10]3[CH2:15][C@H:14]([CH3:16])[N:13]([C:17]([O:19][C:20]([CH3:23])([CH3:22])[CH3:21])=[O:18])[CH2:12][C:11]=23)[C:4](=[O:24])[CH2:3]1. (6) Given the reactants [C:1]([C:5]1[C:6]([Cl:31])=[C:7]([C:11]2[NH:19][C:18]3[C:13](=[N:14][C:15]([C:21]4[CH:26]=[CH:25][CH:24]=[CH:23][C:22]=4[C:27]([F:30])([F:29])[F:28])=[N:16][C:17]=3[CH3:20])[N:12]=2)[N:8]([CH3:10])[N:9]=1)([CH3:4])([CH3:3])[CH3:2].Cl, predict the reaction product. The product is: [ClH:31].[C:1]([C:5]1[C:6]([Cl:31])=[C:7]([C:11]2[NH:19][C:18]3[C:13](=[N:14][C:15]([C:21]4[CH:26]=[CH:25][CH:24]=[CH:23][C:22]=4[C:27]([F:29])([F:28])[F:30])=[N:16][C:17]=3[CH3:20])[N:12]=2)[N:8]([CH3:10])[N:9]=1)([CH3:4])([CH3:2])[CH3:3].